From a dataset of Full USPTO retrosynthesis dataset with 1.9M reactions from patents (1976-2016). Predict the reactants needed to synthesize the given product. Given the product [Cl:1][C:2]1[S:6][C:5]([C:7]2[N:13]([CH2:14][CH2:15][O:16][CH3:17])[C:11](=[O:12])[NH:10][N:9]=2)=[CH:4][CH:3]=1, predict the reactants needed to synthesize it. The reactants are: [Cl:1][C:2]1[S:6][C:5]([C:7]([NH:9][NH:10][C:11]([NH:13][CH2:14][CH2:15][O:16][CH3:17])=[O:12])=O)=[CH:4][CH:3]=1.[OH-].[Na+].Cl.